From a dataset of Reaction yield outcomes from USPTO patents with 853,638 reactions. Predict the reaction yield, written as a fraction of the theoretical maximum amount of product (1.0 means a 100% yield; for example, 0.34 means a 34% yield). The reactants are [CH2:1]([C@H:8]1[CH2:12][O:11][C:10](=[O:13])[NH:9]1)[C:2]1[CH:7]=[CH:6][CH:5]=[CH:4][CH:3]=1.[CH2:14]([Li])[CH2:15]CC.[Cl-].[NH4+].[O:21]1[CH2:25][CH2:24][CH2:23][CH2:22]1. No catalyst specified. The product is [CH2:1]([C@H:8]1[CH2:12][O:11][C:10](=[O:13])[N:9]1[C:22](=[O:21])[CH2:23][CH2:24][CH:25]1[CH2:15][CH2:14]1)[C:2]1[CH:3]=[CH:4][CH:5]=[CH:6][CH:7]=1. The yield is 0.740.